Dataset: Forward reaction prediction with 1.9M reactions from USPTO patents (1976-2016). Task: Predict the product of the given reaction. (1) Given the reactants [C:1]([O:5][C:6](=[O:78])[CH2:7][CH2:8][C@H:9]([C:40](=[O:77])[NH:41][C@@H:42]([C:64](=[O:76])[NH:65][C:66]1([CH:69]([OH:75])[CH2:70][C:71]([O:73]C)=[O:72])[CH2:68][CH2:67]1)[CH2:43][S:44][C:45]([C:58]1[CH:63]=[CH:62][CH:61]=[CH:60][CH:59]=1)([C:52]1[CH:57]=[CH:56][CH:55]=[CH:54][CH:53]=1)[C:46]1[CH:51]=[CH:50][CH:49]=[CH:48][CH:47]=1)[NH:10][C:11](=[O:39])[CH2:12][C@H:13]([OH:38])/[CH:14]=[CH:15]/[CH2:16][CH2:17][S:18][C:19]([C:32]1[CH:37]=[CH:36][CH:35]=[CH:34][CH:33]=1)([C:26]1[CH:31]=[CH:30][CH:29]=[CH:28][CH:27]=1)[C:20]1[CH:25]=[CH:24][CH:23]=[CH:22][CH:21]=1)([CH3:4])([CH3:3])[CH3:2].[Li+].[OH-], predict the reaction product. The product is: [C:1]([O:5][C:6](=[O:78])[CH2:7][CH2:8][C@H:9]([C:40](=[O:77])[NH:41][C@@H:42]([C:64](=[O:76])[NH:65][C:66]1([CH:69]([OH:75])[CH2:70][C:71]([OH:73])=[O:72])[CH2:67][CH2:68]1)[CH2:43][S:44][C:45]([C:46]1[CH:47]=[CH:48][CH:49]=[CH:50][CH:51]=1)([C:58]1[CH:59]=[CH:60][CH:61]=[CH:62][CH:63]=1)[C:52]1[CH:53]=[CH:54][CH:55]=[CH:56][CH:57]=1)[NH:10][C:11](=[O:39])[CH2:12][C@H:13]([OH:38])/[CH:14]=[CH:15]/[CH2:16][CH2:17][S:18][C:19]([C:20]1[CH:21]=[CH:22][CH:23]=[CH:24][CH:25]=1)([C:32]1[CH:37]=[CH:36][CH:35]=[CH:34][CH:33]=1)[C:26]1[CH:27]=[CH:28][CH:29]=[CH:30][CH:31]=1)([CH3:4])([CH3:2])[CH3:3]. (2) Given the reactants C1(OC)C=CC=CC=1.FC(F)(F)C(O)=O.C(OC(=O)[C:22]1[CH:27]=[C:26]([C:28]2[CH:33]=[C:32]([S:34][CH2:35][CH2:36][CH2:37][C:38](=[O:50])[NH:39][CH2:40][CH2:41][NH:42][C:43](OC(C)(C)C)=[O:44])[N:31]=[C:30]([NH2:51])[N:29]=2)[C:25]([CH3:52])=[CH:24][C:23]=1[CH3:53])(C)(C)C.ON1C2C=CC=CC=2N=N1.C(N(C(C)C)CC)(C)C.Cl.C(N=C=NCCCN(C)C)C, predict the reaction product. The product is: [NH2:51][C:30]1[N:31]=[C:32]2[CH:33]=[C:28]([C:26]3[CH:27]=[C:22]([C:43](=[O:44])[NH:42][CH2:41][CH2:40][NH:39][C:38](=[O:50])[CH2:37][CH2:36][CH2:35][S:34]2)[C:23]([CH3:53])=[CH:24][C:25]=3[CH3:52])[N:29]=1.